Dataset: Forward reaction prediction with 1.9M reactions from USPTO patents (1976-2016). Task: Predict the product of the given reaction. (1) Given the reactants [OH:1][CH2:2][CH:3]([NH:10][C:11](=[O:17])[O:12][C:13]([CH3:16])([CH3:15])[CH3:14])[C:4]([N:6]([O:8][CH3:9])[CH3:7])=[O:5].CN(C=O)C.[CH3:23][C:24]([Si:27](Cl)([CH3:29])[CH3:28])([CH3:26])[CH3:25].N1C=CN=C1, predict the reaction product. The product is: [Si:27]([O:1][CH2:2][CH:3]([NH:10][C:11](=[O:17])[O:12][C:13]([CH3:14])([CH3:16])[CH3:15])[C:4]([N:6]([O:8][CH3:9])[CH3:7])=[O:5])([C:24]([CH3:26])([CH3:25])[CH3:23])([CH3:29])[CH3:28]. (2) Given the reactants [O:1]1[C:5]([CH2:6][OH:7])=[CH:4][C:3]2[CH2:8][CH2:9][CH2:10][C:2]1=2, predict the reaction product. The product is: [O:1]1[C:5]([CH:6]=[O:7])=[CH:4][C:3]2[CH2:8][CH2:9][CH2:10][C:2]1=2. (3) Given the reactants [Cl:1][C:2]1[C:10]([N+:11]([O-:13])=[O:12])=[CH:9][C:5]([C:6]([OH:8])=[O:7])=[CH:4][C:3]=1[N+:14]([O-:16])=[O:15].OS(O)(=O)=O.[CH3:22]O, predict the reaction product. The product is: [CH3:22][O:7][C:6](=[O:8])[C:5]1[CH:4]=[C:3]([N+:14]([O-:16])=[O:15])[C:2]([Cl:1])=[C:10]([N+:11]([O-:13])=[O:12])[CH:9]=1. (4) Given the reactants [I:1][C:2]1[CH:3]=[C:4]([NH:9][C:10](=[O:23])[C:11]2[CH:16]=[CH:15][C:14]([N:17]3[CH2:22][CH2:21][NH:20][CH2:19][CH2:18]3)=[N:13][CH:12]=2)[CH:5]=[CH:6][C:7]=1[CH3:8].[CH2:24](N=C=O)C.C(OC(=O)CCNC(N1CCN(C2C=CC([C:50](=[O:60])[NH:51][C:52]3[CH:57]=CC(C)=C(I)[CH:53]=3)=CN=2)CC1)=O)C, predict the reaction product. The product is: [C:52]([NH:51][C:50]([N:20]1[CH2:19][CH2:18][N:17]([C:14]2[CH:15]=[CH:16][C:11]([C:10](=[O:23])[NH:9][C:4]3[CH:5]=[CH:6][C:7]([CH3:8])=[C:2]([I:1])[CH:3]=3)=[CH:12][N:13]=2)[CH2:22][CH2:21]1)=[O:60])([CH3:24])([CH3:57])[CH3:53]. (5) Given the reactants Br[C:2]1[CH:7]=[CH:6][C:5]([NH:8][S:9]([CH3:12])(=[O:11])=[O:10])=[CH:4][C:3]=1[F:13].[CH:14]([C:17]1[NH:18][C:19]([C:37]2[CH:42]=[CH:41][CH:40]=[C:39]([CH3:43])[N:38]=2)=[C:20]([C:22]2[CH:27]=[CH:26][CH:25]=[C:24](B3OC(C)(C)C(C)(C)O3)[CH:23]=2)[N:21]=1)([CH3:16])[CH3:15], predict the reaction product. The product is: [F:13][C:3]1[CH:4]=[C:5]([NH:8][S:9]([CH3:12])(=[O:11])=[O:10])[CH:6]=[CH:7][C:2]=1[C:26]1[CH:25]=[CH:24][CH:23]=[C:22]([C:20]2[N:21]=[C:17]([CH:14]([CH3:16])[CH3:15])[NH:18][C:19]=2[C:37]2[CH:42]=[CH:41][CH:40]=[C:39]([CH3:43])[N:38]=2)[CH:27]=1. (6) Given the reactants [CH3:1][O:2][C:3]([C:5]1([C:11]2[CH:16]=[CH:15][C:14]([NH2:17])=[CH:13][CH:12]=2)[CH2:10][CH2:9][O:8][CH2:7][CH2:6]1)=[O:4].[Br:18]N1C(=O)CCC1=O.CCOC(C)=O, predict the reaction product. The product is: [CH3:1][O:2][C:3]([C:5]1([C:11]2[CH:12]=[CH:13][C:14]([NH2:17])=[C:15]([Br:18])[CH:16]=2)[CH2:6][CH2:7][O:8][CH2:9][CH2:10]1)=[O:4]. (7) Given the reactants [NH2:1][CH2:2][CH2:3][C:4]1[CH:9]=[CH:8][C:7]([C:10]2[CH:15]=[CH:14][C:13]([CH:16]([CH3:25])[CH2:17][NH:18][S:19]([CH:22]([CH3:24])[CH3:23])(=[O:21])=[O:20])=[CH:12][CH:11]=2)=[CH:6][CH:5]=1.[F:26][C:27]1[CH:32]=[CH:31][CH:30]=[CH:29][C:28]=1[S:33](Cl)(=[O:35])=[O:34], predict the reaction product. The product is: [F:26][C:27]1[CH:32]=[CH:31][CH:30]=[CH:29][C:28]=1[S:33]([NH:1][CH2:2][CH2:3][C:4]1[CH:5]=[CH:6][C:7]([C:10]2[CH:15]=[CH:14][C:13]([CH:16]([CH3:25])[CH2:17][NH:18][S:19]([CH:22]([CH3:24])[CH3:23])(=[O:21])=[O:20])=[CH:12][CH:11]=2)=[CH:8][CH:9]=1)(=[O:35])=[O:34]. (8) Given the reactants [N:1]1([C:6]2[CH:13]=[CH:12][C:9]([C:10]#[N:11])=[CH:8][CH:7]=2)[CH:5]=[CH:4][CH:3]=[N:2]1.C([N-]C(C)C)(C)C.[Li+].[B:22](OC(C)C)([O:27]C(C)C)[O:23]C(C)C.Cl, predict the reaction product. The product is: [C:10]([C:9]1[CH:12]=[CH:13][C:6]([N:1]2[C:5]([B:22]([OH:27])[OH:23])=[CH:4][CH:3]=[N:2]2)=[CH:7][CH:8]=1)#[N:11]. (9) Given the reactants Cl[C:2]1[C:11]2[C:6](=[CH:7][CH:8]=[CH:9][CH:10]=2)[NH:5]/[C:4](=[C:12]2/[C:13]([CH3:18])=[N:14][NH:15][C:16]/2=[O:17])/[CH:3]=1.[C:19]([NH:22][C:23]1[CH:28]=[CH:27][C:26]([SH:29])=[CH:25][CH:24]=1)(=[O:21])[CH3:20], predict the reaction product. The product is: [CH3:18][C:13]1=[N:14][NH:15][C:16](=[O:17])/[C:12]/1=[C:4]1\[NH:5][C:6]2[C:11]([C:2]([S:29][C:26]3[CH:25]=[CH:24][C:23]([NH:22][C:19](=[O:21])[CH3:20])=[CH:28][CH:27]=3)=[CH:3]\1)=[CH:10][CH:9]=[CH:8][CH:7]=2.